From a dataset of Catalyst prediction with 721,799 reactions and 888 catalyst types from USPTO. Predict which catalyst facilitates the given reaction. (1) Reactant: [Br:1][C:2]1[CH:10]=[C:9]([O:11]C)[CH:8]=[C:7]2[C:3]=1[CH2:4][NH:5][C:6]2=[O:13].B(Br)(Br)Br. Product: [Br:1][C:2]1[CH:10]=[C:9]([OH:11])[CH:8]=[C:7]2[C:3]=1[CH2:4][NH:5][C:6]2=[O:13]. The catalyst class is: 4. (2) The catalyst class is: 331. Product: [NH2:14][CH2:13][CH:12]([S:11][CH2:10][C@H:9]([C:23]([O:25][CH3:26])=[O:24])[NH:8][C:6]([O:5][C:1]([CH3:3])([CH3:4])[CH3:2])=[O:7])[C:17]1[CH:18]=[CH:19][CH:20]=[CH:21][CH:22]=1. Reactant: [C:1]([O:5][C:6]([NH:8][C@@H:9]([C:23]([O:25][CH3:26])=[O:24])[CH2:10][S:11][CH:12]([C:17]1[CH:22]=[CH:21][CH:20]=[CH:19][CH:18]=1)[CH2:13][N+:14]([O-])=O)=[O:7])([CH3:4])([CH3:3])[CH3:2]. (3) Reactant: [Si]([O:8][CH2:9][C:10]1[N:14]2[C:15](=[O:42])[N:16]([CH:18]3[CH2:23][CH2:22][N:21]([C:24](=[O:41])[CH2:25][CH2:26][S:27]([C:30]4[CH:39]=[CH:38][C:37]5[C:32](=[CH:33][CH:34]=[C:35]([Cl:40])[CH:36]=5)[CH:31]=4)(=[O:29])=[O:28])[CH2:20][CH2:19]3)[CH2:17][C:13]2=[CH:12][N:11]=1)(C(C)(C)C)(C)C.C1COCC1.O. Product: [Cl:40][C:35]1[CH:36]=[C:37]2[C:32](=[CH:33][CH:34]=1)[CH:31]=[C:30]([S:27]([CH2:26][CH2:25][C:24]([N:21]1[CH2:20][CH2:19][CH:18]([N:16]3[CH2:17][C:13]4=[CH:12][N:11]=[C:10]([CH2:9][OH:8])[N:14]4[C:15]3=[O:42])[CH2:23][CH2:22]1)=[O:41])(=[O:28])=[O:29])[CH:39]=[CH:38]2. The catalyst class is: 15.